Binary Classification. Given a miRNA mature sequence and a target amino acid sequence, predict their likelihood of interaction. From a dataset of Experimentally validated miRNA-target interactions with 360,000+ pairs, plus equal number of negative samples. The miRNA is hsa-miR-625-5p with sequence AGGGGGAAAGUUCUAUAGUCC. The protein sequence of the target gene is MAHVLQKPKHSGTHSIVQEFQVPDYVPWQQSKQETKPSTLPPVQQANSLHTSKMKTLTRVQPVFHFKPTTVVTSCQPKNPRELHRRRKLDPGKMHAKIWLMKTSLRSGRAALRELRSRENFLSKLNRELIETIQEMENSTTLHVRALLQQQDTLATIIDILEYSNKKRLQQLKSELQEWEEKKKCKMSYLEQQAEQLNAKIEKTQEEVNFLSTYMDHEYSIKSVQISTLMRQLQQVKDSQQDELDDLGEMRRKVLESLSDKIQKKKKKILSSVVAETQRPYEEALLQKMWESQDFLKCMQ.... Result: 1 (interaction).